From a dataset of Full USPTO retrosynthesis dataset with 1.9M reactions from patents (1976-2016). Predict the reactants needed to synthesize the given product. (1) Given the product [CH3:23][O:24][C:25]1[CH:26]=[C:27]([NH:31][C:2]2[C:3]3[S:22][CH2:21][CH2:20][C:4]=3[N:5]=[C:6]([N:8]3[CH2:13][CH2:12][N:11]([C:14]4[CH:19]=[CH:18][CH:17]=[CH:16][CH:15]=4)[CH2:10][CH2:9]3)[N:7]=2)[CH:28]=[CH:29][CH:30]=1, predict the reactants needed to synthesize it. The reactants are: Cl[C:2]1[C:3]2[S:22][CH2:21][CH2:20][C:4]=2[N:5]=[C:6]([N:8]2[CH2:13][CH2:12][N:11]([C:14]3[CH:19]=[CH:18][CH:17]=[CH:16][CH:15]=3)[CH2:10][CH2:9]2)[N:7]=1.[CH3:23][O:24][C:25]1[CH:26]=[C:27]([NH2:31])[CH:28]=[CH:29][CH:30]=1.C(N(C(C)C)CC)(C)C. (2) Given the product [C:19]([NH:23][CH2:24][CH2:25][CH2:26][CH2:27][NH:28][C:12]1[C:13]2[C:4]([N:5]=[C:6]3[C:11]=1[CH:10]=[C:9]([O:17][CH3:18])[CH:8]=[CH:7]3)=[CH:3][C:2]([Cl:1])=[CH:15][CH:14]=2)([CH3:22])([CH3:21])[CH3:20], predict the reactants needed to synthesize it. The reactants are: [Cl:1][C:2]1[CH:3]=[C:4]2[C:13](=[CH:14][CH:15]=1)[C:12](Cl)=[C:11]1[C:6]([CH:7]=[CH:8][C:9]([O:17][CH3:18])=[CH:10]1)=[N:5]2.[C:19]([NH:23][CH2:24][CH2:25][CH2:26][CH2:27][NH2:28])([CH3:22])([CH3:21])[CH3:20]. (3) Given the product [C:40]([C@@H:38]([C@H:36]([C:35]([OH:44])=[O:43])[OH:37])[OH:39])([OH:42])=[O:41].[CH2:30]([N:3]([CH2:1][CH3:2])[CH2:4][CH2:5][NH:6][C:7]([C:9]1[C:17]2[CH2:16][CH2:15][CH2:14]/[C:13](=[C:18]3/[C:19](=[O:28])[NH:20][C:21]4[C:26]/3=[CH:25][C:24]([F:27])=[CH:23][CH:22]=4)/[C:12]=2[NH:11][C:10]=1[CH3:29])=[O:8])[CH3:31], predict the reactants needed to synthesize it. The reactants are: [CH2:1]([N:3]([CH2:30][CH3:31])[CH2:4][CH2:5][NH:6][C:7]([C:9]1[C:17]2[CH2:16][CH2:15][CH2:14]/[C:13](=[C:18]3/[C:19](=[O:28])[NH:20][C:21]4[C:26]/3=[CH:25][C:24]([F:27])=[CH:23][CH:22]=4)/[C:12]=2[NH:11][C:10]=1[CH3:29])=[O:8])[CH3:2].C(#N)C.[C:35]([OH:44])(=[O:43])[C@@H:36]([C@H:38]([C:40]([OH:42])=[O:41])[OH:39])[OH:37]. (4) Given the product [CH2:26]([N:9]([CH2:7][CH3:8])[CH2:10][CH:11]([N:19]1[CH2:24][CH2:23][NH:22][CH2:21][CH2:20]1)[C:12]1[CH:17]=[CH:16][CH:15]=[CH:14][C:13]=1[CH3:18])[CH3:27], predict the reactants needed to synthesize it. The reactants are: [H-].[H-].[H-].[H-].[Li+].[Al+3].[CH2:7]([N:9]([CH2:26][CH3:27])[C:10](=O)[CH:11]([N:19]1[CH2:24][CH2:23][NH:22][CH2:21][CH2:20]1)[C:12]1[CH:17]=[CH:16][CH:15]=[CH:14][C:13]=1[CH3:18])[CH3:8]. (5) Given the product [O:4]1[CH2:5][CH2:6][N:1]([C:14]2[N:19]=[C:18]([O:20][C:21]3[CH:50]=[CH:49][CH:48]=[CH:47][C:22]=3[CH2:23][NH:24][C:25]([NH:27][C:28]3[N:32]([C:33]4[CH:38]=[CH:37][CH:36]=[C:35]([O:39][CH2:40][CH2:41][OH:42])[CH:34]=4)[N:31]=[C:30]([C:43]([CH3:46])([CH3:44])[CH3:45])[CH:29]=3)=[O:26])[CH:17]=[CH:16][N:15]=2)[CH2:2][CH2:3]1, predict the reactants needed to synthesize it. The reactants are: [NH:1]1[CH2:6][CH2:5][O:4][CH2:3][CH2:2]1.C(=O)([O-])[O-].[Na+].[Na+].Cl[C:14]1[N:19]=[C:18]([O:20][C:21]2[CH:50]=[CH:49][CH:48]=[CH:47][C:22]=2[CH2:23][NH:24][C:25]([NH:27][C:28]2[N:32]([C:33]3[CH:38]=[CH:37][CH:36]=[C:35]([O:39][CH2:40][CH2:41][OH:42])[CH:34]=3)[N:31]=[C:30]([C:43]([CH3:46])([CH3:45])[CH3:44])[CH:29]=2)=[O:26])[CH:17]=[CH:16][N:15]=1.